Dataset: Reaction yield outcomes from USPTO patents with 853,638 reactions. Task: Predict the reaction yield, written as a fraction of the theoretical maximum amount of product (1.0 means a 100% yield; for example, 0.34 means a 34% yield). (1) The catalyst is C(Cl)(Cl)Cl. The reactants are [CH3:1][C:2]1[C:6]([O:7][C:8]2[CH:13]=[CH:12][C:11]([CH2:14][OH:15])=[CH:10][CH:9]=2)=[C:5]([CH3:16])[N:4]([C:17]2[N:22]=[C:21]([C:23]3[CH:28]=[CH:27][CH:26]=[CH:25][N:24]=3)[CH:20]=[CH:19][N:18]=2)[N:3]=1.CC(OI1(OC(C)=O)(OC(C)=O)OC(=O)C2C=CC=CC1=2)=O. The yield is 0.900. The product is [CH3:1][C:2]1[C:6]([O:7][C:8]2[CH:9]=[CH:10][C:11]([CH:14]=[O:15])=[CH:12][CH:13]=2)=[C:5]([CH3:16])[N:4]([C:17]2[N:22]=[C:21]([C:23]3[CH:28]=[CH:27][CH:26]=[CH:25][N:24]=3)[CH:20]=[CH:19][N:18]=2)[N:3]=1. (2) The reactants are [CH3:1][CH:2]1[CH2:7][CH2:6][CH2:5][CH:4]([CH3:8])[N:3]1[CH2:9][CH2:10][NH2:11].Cl[C:13]1[N:14]=[N+:15]([O-:23])[C:16]2[CH:22]=[CH:21][CH:20]=[CH:19][C:17]=2[N:18]=1.CCN(CC)CC. The catalyst is COCCOC. The product is [CH3:1][CH:2]1[CH2:7][CH2:6][CH2:5][CH:4]([CH3:8])[N:3]1[CH2:9][CH2:10][NH:11][C:13]1[N:14]=[N+:15]([O-:23])[C:16]2[CH:22]=[CH:21][CH:20]=[CH:19][C:17]=2[N:18]=1. The yield is 0.590. (3) The reactants are [NH2:1][C:2]1[CH:3]=[CH:4][C:5]([CH3:21])=[C:6]([NH:8][C:9](=[O:20])[C:10]2[CH:15]=[CH:14][C:13]([O:16][CH3:17])=[C:12]([O:18][CH3:19])[CH:11]=2)[CH:7]=1.[Cl:22][CH2:23][C:24]1[CH:25]=[C:26]([CH:30]=[CH:31][CH:32]=1)[C:27](Cl)=[O:28]. No catalyst specified. The product is [Cl:22][CH2:23][C:24]1[CH:25]=[C:26]([CH:30]=[CH:31][CH:32]=1)[C:27]([NH:1][C:2]1[CH:3]=[CH:4][C:5]([CH3:21])=[C:6]([NH:8][C:9](=[O:20])[C:10]2[CH:15]=[CH:14][C:13]([O:16][CH3:17])=[C:12]([O:18][CH3:19])[CH:11]=2)[CH:7]=1)=[O:28]. The yield is 0.870. (4) The reactants are Br[C:2]1[N:7]=[C:6]([NH:8][C:9]2[S:10][C:11]([CH2:14][NH:15][C:16]3[C:17]([F:29])=[CH:18][C:19]([F:28])=[C:20]([CH:27]=3)[C:21]([NH:23][CH:24]3[CH2:26][CH2:25]3)=[O:22])=[CH:12][N:13]=2)[CH:5]=[CH:4][CH:3]=1.[CH3:30][N:31]1[CH2:36][CH2:35][NH:34][CH2:33][CH2:32]1. The catalyst is C(Cl)Cl. The product is [CH:24]1([NH:23][C:21](=[O:22])[C:20]2[CH:27]=[C:16]([NH:15][CH2:14][C:11]3[S:10][C:9]([NH:8][C:6]4[CH:5]=[CH:4][CH:3]=[C:2]([N:34]5[CH2:35][CH2:36][N:31]([CH3:30])[CH2:32][CH2:33]5)[N:7]=4)=[N:13][CH:12]=3)[C:17]([F:29])=[CH:18][C:19]=2[F:28])[CH2:26][CH2:25]1. The yield is 0.550. (5) The reactants are Br[C:2]1[CH:3]=[CH:4][C:5]([C:9]([O:11][CH3:12])=[O:10])=[N:6][C:7]=1[OH:8].C(N(CC)CC)C.[C:20]([CH:22]1[CH2:24][CH2:23]1)#[CH:21]. The catalyst is [Cu]I.O1CCOCC1. The product is [CH:22]1([C:20]2[O:8][C:7]3=[N:6][C:5]([C:9]([O:11][CH3:12])=[O:10])=[CH:4][CH:3]=[C:2]3[CH:21]=2)[CH2:24][CH2:23]1. The yield is 0.770. (6) The yield is 0.950. The product is [CH3:14][N:13]([CH3:15])[C:6]1[C:7]([CH2:8][C:9]([O:11][CH3:12])=[O:10])=[C:2]([N:36]2[CH2:41][CH2:40][O:39][CH2:38][CH2:37]2)[N:3]=[C:4]([CH2:16][C:17]2[CH:22]=[CH:21][C:20]([NH:23][C:24]([C:26]3[CH:35]=[CH:34][C:33]4[C:28](=[CH:29][CH:30]=[CH:31][CH:32]=4)[CH:27]=3)=[O:25])=[CH:19][CH:18]=2)[N:5]=1. The catalyst is CN1C(=O)N(C)CCC1. The reactants are Cl[C:2]1[C:7]([CH2:8][C:9]([O:11][CH3:12])=[O:10])=[C:6]([N:13]([CH3:15])[CH3:14])[N:5]=[C:4]([CH2:16][C:17]2[CH:22]=[CH:21][C:20]([NH:23][C:24]([C:26]3[CH:35]=[CH:34][C:33]4[C:28](=[CH:29][CH:30]=[CH:31][CH:32]=4)[CH:27]=3)=[O:25])=[CH:19][CH:18]=2)[N:3]=1.[NH:36]1[CH2:41][CH2:40][O:39][CH2:38][CH2:37]1.O. (7) The reactants are [CH:1]1([C:7]2[CH:8]=[C:9]([CH:14]3[C:23]([CH3:25])([CH3:24])[CH2:22][C:21]4[C:16](=[CH:17][CH:18]=[C:19]([C:26](O)=[O:27])[CH:20]=4)[NH:15]3)[CH:10]=[C:11]([F:13])[CH:12]=2)[CH2:6][CH2:5][CH2:4][CH2:3][CH2:2]1.[CH:29]1([S:32]([NH2:35])(=[O:34])=[O:33])[CH2:31][CH2:30]1. The catalyst is CN(C)C1C=CN=CC=1.ClCCl. The product is [CH:1]1([C:7]2[CH:8]=[C:9]([CH:14]3[C:23]([CH3:25])([CH3:24])[CH2:22][C:21]4[C:16](=[CH:17][CH:18]=[C:19]([C:26]([NH:35][S:32]([CH:29]5[CH2:31][CH2:30]5)(=[O:34])=[O:33])=[O:27])[CH:20]=4)[NH:15]3)[CH:10]=[C:11]([F:13])[CH:12]=2)[CH2:6][CH2:5][CH2:4][CH2:3][CH2:2]1. The yield is 0.200. (8) The reactants are [F:1][C:2]1[CH:3]=[C:4]([CH:14]([NH:16][C:17]([C:19]2[N:20]=[C:21](Cl)[O:22][CH:23]=2)=[O:18])[CH3:15])[CH:5]=[C:6]([F:13])[C:7]=1[NH:8][S:9]([CH3:12])(=[O:11])=[O:10].[CH3:25][CH:26]1[C:34]2[CH:33]=[CH:32][CH:31]=[C:30]([OH:35])[C:29]=2[CH2:28][CH2:27]1. No catalyst specified. The yield is 0.630. The product is [F:1][C:2]1[CH:3]=[C:4]([CH:14]([NH:16][C:17]([C:19]2[N:20]=[C:21]([O:35][C:30]3[CH:31]=[CH:32][CH:33]=[C:34]4[C:29]=3[CH2:28][CH2:27][CH:26]4[CH3:25])[O:22][CH:23]=2)=[O:18])[CH3:15])[CH:5]=[C:6]([F:13])[C:7]=1[NH:8][S:9]([CH3:12])(=[O:11])=[O:10].